This data is from Full USPTO retrosynthesis dataset with 1.9M reactions from patents (1976-2016). The task is: Predict the reactants needed to synthesize the given product. (1) The reactants are: [CH2:1]([O:4][CH2:5][C:6]([C:8]1[CH:15]=[CH:14][C:11]([C:12]#[N:13])=[CH:10][CH:9]=1)=O)[CH:2]=[CH2:3].[OH2:16].[C-:17]#[N:18].[K+].[C:20](=[O:23])([O-])[O-].[NH4+:24].[NH4+]. Given the product [O:16]=[C:17]1[NH:24][C:6]([C:8]2[CH:15]=[CH:14][C:11]([C:12]#[N:13])=[CH:10][CH:9]=2)([CH2:5][O:4][CH2:1][CH:2]=[CH2:3])[C:20](=[O:23])[NH:18]1, predict the reactants needed to synthesize it. (2) Given the product [Cl:1][C:2]1[N:10]=[C:9]2[C:5]([N:6]=[C:7]([CH2:12][N:24]3[CH2:25][C@@H:20]4[CH2:26][C@H:23]3[CH2:22][N:21]4[C:27]([CH3:31])([CH3:30])[CH2:28][OH:29])[N:8]2[CH3:11])=[C:4]([N:14]2[CH2:19][CH2:18][O:17][CH2:16][CH2:15]2)[N:3]=1, predict the reactants needed to synthesize it. The reactants are: [Cl:1][C:2]1[N:10]=[C:9]2[C:5]([N:6]=[C:7]([CH:12]=O)[N:8]2[CH3:11])=[C:4]([N:14]2[CH2:19][CH2:18][O:17][CH2:16][CH2:15]2)[N:3]=1.[C@H:20]12[CH2:26][C@H:23]([NH:24][CH2:25]1)[CH2:22][N:21]2[C:27]([CH3:31])([CH3:30])[CH2:28][OH:29].C(O[BH-](OC(=O)C)OC(=O)C)(=O)C.[Na+].